Task: Regression. Given a peptide amino acid sequence and an MHC pseudo amino acid sequence, predict their binding affinity value. This is MHC class I binding data.. Dataset: Peptide-MHC class I binding affinity with 185,985 pairs from IEDB/IMGT (1) The peptide sequence is LVVDFSQFSR. The MHC is HLA-A68:01 with pseudo-sequence HLA-A68:01. The binding affinity (normalized) is 0.228. (2) The peptide sequence is KSINKVYGK. The MHC is Mamu-B52 with pseudo-sequence Mamu-B52. The binding affinity (normalized) is 0. (3) The peptide sequence is ILFLTLIVFT. The MHC is HLA-A02:02 with pseudo-sequence HLA-A02:02. The binding affinity (normalized) is 0.708. (4) The MHC is HLA-A11:01 with pseudo-sequence HLA-A11:01. The binding affinity (normalized) is 0.158. The peptide sequence is ITGGRRTRR. (5) The peptide sequence is IVLPEKDSW. The MHC is HLA-A02:01 with pseudo-sequence HLA-A02:01. The binding affinity (normalized) is 0. (6) The peptide sequence is GAAVKAGAA. The MHC is HLA-A24:02 with pseudo-sequence HLA-A24:02. The binding affinity (normalized) is 0. (7) The peptide sequence is STYAVRITWYS. The MHC is Mamu-B03 with pseudo-sequence Mamu-B03. The binding affinity (normalized) is 0.150.